This data is from Forward reaction prediction with 1.9M reactions from USPTO patents (1976-2016). The task is: Predict the product of the given reaction. (1) Given the reactants Br[C:2]1[CH:3]=[C:4]([CH2:18][N:19]([CH3:27])[C:20](=[O:26])[O:21][C:22]([CH3:25])([CH3:24])[CH3:23])[S:5][C:6]=1[S:7]([C:10]1[CH:15]=[CH:14][CH:13]=[C:12]([O:16][CH3:17])[CH:11]=1)(=[O:9])=[O:8].[F:28][C:29]1[CH:34]=[CH:33][CH:32]=[CH:31][C:30]=1B(O)O.C(=O)([O-])[O-].[Na+].[Na+].COCCOC, predict the reaction product. The product is: [F:28][C:29]1[CH:34]=[CH:33][CH:32]=[CH:31][C:30]=1[C:2]1[CH:3]=[C:4]([CH2:18][N:19]([CH3:27])[C:20](=[O:26])[O:21][C:22]([CH3:25])([CH3:24])[CH3:23])[S:5][C:6]=1[S:7]([C:10]1[CH:15]=[CH:14][CH:13]=[C:12]([O:16][CH3:17])[CH:11]=1)(=[O:9])=[O:8]. (2) Given the reactants [C:1]([NH:4][CH2:5][C:6]1[CH:7]=[C:8]([N:15]2[CH2:20][CH2:19][N:18]([C:21]([O:23][C:24]([CH3:27])([CH3:26])[CH3:25])=[O:22])[CH2:17][CH2:16]2)[CH:9]=[CH:10][C:11]=1[N+:12]([O-])=O)(=[O:3])[CH3:2], predict the reaction product. The product is: [C:24]([O:23][C:21]([N:18]1[CH2:19][CH2:20][N:15]([C:8]2[CH:9]=[CH:10][C:11]([NH2:12])=[C:6]([CH2:5][NH:4][C:1](=[O:3])[CH3:2])[CH:7]=2)[CH2:16][CH2:17]1)=[O:22])([CH3:27])([CH3:25])[CH3:26]. (3) Given the reactants O=[C:2]1[CH2:6][CH2:5][CH2:4][CH:3]1[C:7]#[N:8].C([O-])(=O)C.[Na+].[CH2:14]([NH:16][NH2:17])[CH3:15].C([O-])(=O)C([O-])=O, predict the reaction product. The product is: [CH2:14]([N:16]1[C:7]([NH2:8])=[C:3]2[CH2:4][CH2:5][CH2:6][C:2]2=[N:17]1)[CH3:15]. (4) Given the reactants [CH:1]1[C:10]2[C:5](=[CH:6][CH:7]=[CH:8][CH:9]=2)[CH:4]=[CH:3][C:2]=1[OH:11].[Cl-].[CH:13](=[N+:20]([CH3:22])[CH3:21])[C:14]1[CH:19]=[CH:18][CH:17]=[CH:16][CH:15]=1.[Cl:23][C:24]1[CH:32]=[CH:31][CH:30]=[CH:29][C:25]=1[C:26](Cl)=[O:27], predict the reaction product. The product is: [CH3:21][N:20]([CH:13]([C:14]1[CH:19]=[CH:18][CH:17]=[CH:16][CH:15]=1)[C:1]1[C:10]2[C:5](=[CH:6][CH:7]=[CH:8][CH:9]=2)[CH:4]=[CH:3][C:2]=1[O:11][C:26](=[O:27])[C:25]1[CH:29]=[CH:30][CH:31]=[CH:32][C:24]=1[Cl:23])[CH3:22].